From a dataset of Reaction yield outcomes from USPTO patents with 853,638 reactions. Predict the reaction yield, written as a fraction of the theoretical maximum amount of product (1.0 means a 100% yield; for example, 0.34 means a 34% yield). (1) The reactants are Br[C:2]1[CH:3]=[C:4](/[CH:7]=[CH:8]/[C:9]2[S:10][CH:11]=[C:12](Br)[CH:13]=2)[S:5][CH:6]=1.[CH2:15]([Mg]Br)[CH2:16][CH2:17][CH2:18][CH2:19][CH2:20][CH2:21][CH2:22][CH2:23][CH2:24][CH2:25][CH3:26]. The catalyst is Cl[Ni]1(Cl)[P](C2C=CC=CC=2)(C2C=CC=CC=2)CCC[P]1(C1C=CC=CC=1)C1C=CC=CC=1. The product is [CH2:15]([C:2]1[CH:3]=[C:4](/[CH:7]=[CH:8]/[C:9]2[S:10][CH:11]=[C:12]([CH2:26][CH2:25][CH2:24][CH2:23][CH2:22][CH2:21][CH2:20][CH2:19][CH2:18][CH2:17][CH2:16][CH3:15])[CH:13]=2)[S:5][CH:6]=1)[CH2:16][CH2:17][CH2:18][CH2:19][CH2:20][CH2:21][CH2:22][CH2:23][CH2:24][CH2:25][CH3:26]. The yield is 0.380. (2) The catalyst is ClCCl. The yield is 0.970. The reactants are C([NH:5][S:6]([C:9]1[CH:14]=[CH:13][CH:12]=[C:11]([C:15]2[CH:16]=[C:17]([C:21]3[CH:26]=[C:25]([C:27]4[CH:32]=[CH:31][C:30]([C:33]([F:36])([F:35])[F:34])=[CH:29][CH:28]=4)[CH:24]=[C:23]([CH3:37])[N:22]=3)[CH:18]=[N:19][CH:20]=2)[CH:10]=1)(=[O:8])=[O:7])(C)(C)C.C(O)(C(F)(F)F)=O. The product is [CH3:37][C:23]1[N:22]=[C:21]([C:17]2[CH:18]=[N:19][CH:20]=[C:15]([C:11]3[CH:10]=[C:9]([S:6]([NH2:5])(=[O:8])=[O:7])[CH:14]=[CH:13][CH:12]=3)[CH:16]=2)[CH:26]=[C:25]([C:27]2[CH:32]=[CH:31][C:30]([C:33]([F:36])([F:34])[F:35])=[CH:29][CH:28]=2)[CH:24]=1. (3) The reactants are [N+:1]([C:4]1[CH:5]=[C:6]2[C:10](=[CH:11][CH:12]=1)[NH:9][C:8]([C:13]([O:15][CH2:16][CH3:17])=[O:14])=[C:7]2[C:18]1[CH:23]=[CH:22][CH:21]=[CH:20][CH:19]=1)([O-:3])=[O:2].IC.[C:26]([O-])([O-])=O.[Cs+].[Cs+]. The catalyst is CN(C=O)C. The product is [CH3:26][N:9]1[C:10]2[C:6](=[CH:5][C:4]([N+:1]([O-:3])=[O:2])=[CH:12][CH:11]=2)[C:7]([C:18]2[CH:23]=[CH:22][CH:21]=[CH:20][CH:19]=2)=[C:8]1[C:13]([O:15][CH2:16][CH3:17])=[O:14]. The yield is 1.00. (4) The reactants are [CH3:1][N:2]1[CH2:7][CH2:6][CH2:5][C@@H:4]([C:8](OCC)=[O:9])[CH2:3]1.[H-].[Al+3].[Li+].[H-].[H-].[H-].O.[OH-].[Na+]. The catalyst is CCOCC.C1COCC1. The product is [CH3:1][N:2]1[CH2:7][CH2:6][CH2:5][C@@H:4]([CH2:8][OH:9])[CH2:3]1. The yield is 0.940. (5) The reactants are [C:1]1([CH3:11])[CH:6]=[CH:5][C:4](S(O)(=O)=O)=[CH:3][CH:2]=1.C(OC([N:22]1[CH2:26][CH2:25][C@H:24]([NH2:27])[C@@H:23]1[C:28]1[CH:33]=[CH:32][CH:31]=[C:30]([Cl:34])[CH:29]=1)=O)C1C=CC=CC=1.[C:35](O[BH-](OC(=O)C)OC(=O)C)(=[O:37])C.[Na+].[BrH:49]. The catalyst is C(Cl)Cl.C(O)(=O)C. The product is [BrH:49].[BrH:49].[Cl:34][C:30]1[CH:29]=[C:28]([C@H:23]2[C@@H:24]([NH:27][CH2:11][C:1]3[CH:6]=[CH:5][CH:4]=[CH:3][C:2]=3[O:37][CH3:35])[CH2:25][CH2:26][NH:22]2)[CH:33]=[CH:32][CH:31]=1. The yield is 0.500. (6) The reactants are ClS([N:5]=[C:6]=O)(=O)=O.[CH3:8][N:9]1[C:17]2([CH2:22][CH2:21][N:20]([C:23]([O:25][C:26]([CH3:29])([CH3:28])[CH3:27])=[O:24])[CH2:19][CH2:18]2)[C:13]2=[CH:14][CH:15]=[CH:16][N:12]2[CH2:11][CH2:10]1.CN(C)C=O. The catalyst is O1CCCC1. The product is [C:6]([C:16]1[N:12]2[CH2:11][CH2:10][N:9]([CH3:8])[C:17]3([CH2:18][CH2:19][N:20]([C:23]([O:25][C:26]([CH3:29])([CH3:28])[CH3:27])=[O:24])[CH2:21][CH2:22]3)[C:13]2=[CH:14][CH:15]=1)#[N:5]. The yield is 0.250.